This data is from Peptide-MHC class II binding affinity with 134,281 pairs from IEDB. The task is: Regression. Given a peptide amino acid sequence and an MHC pseudo amino acid sequence, predict their binding affinity value. This is MHC class II binding data. (1) The peptide sequence is QCQKLLWQLNGRLEY. The MHC is DRB1_0404 with pseudo-sequence DRB1_0404. The binding affinity (normalized) is 0.433. (2) The peptide sequence is AAGVAAWSLIALMIP. The MHC is DRB1_0301 with pseudo-sequence DRB1_0301. The binding affinity (normalized) is 0.127. (3) The peptide sequence is STQLIMPVPGILLTG. The MHC is DRB1_0701 with pseudo-sequence DRB1_0701. The binding affinity (normalized) is 0.760. (4) The peptide sequence is EAAFNKAIKESTGGA. The MHC is DRB1_1001 with pseudo-sequence DRB1_1001. The binding affinity (normalized) is 0.418. (5) The peptide sequence is FHGSDGCWYPMEIRP. The MHC is HLA-DQA10102-DQB10501 with pseudo-sequence HLA-DQA10102-DQB10501. The binding affinity (normalized) is 0. (6) The peptide sequence is GSCWAFSGVAATESA. The MHC is HLA-DQA10201-DQB10202 with pseudo-sequence HLA-DQA10201-DQB10202. The binding affinity (normalized) is 0.205. (7) The peptide sequence is NIQIRLPWYSYLYAV. The MHC is DRB1_0901 with pseudo-sequence DRB1_0901. The binding affinity (normalized) is 0.441. (8) The peptide sequence is EKAYFAATQFEPLAA. The MHC is HLA-DPA10201-DPB10101 with pseudo-sequence HLA-DPA10201-DPB10101. The binding affinity (normalized) is 0.837. (9) The peptide sequence is MDYFIRMWNQAALAM. The MHC is DRB1_0405 with pseudo-sequence DRB1_0405. The binding affinity (normalized) is 0.703. (10) The peptide sequence is IGLVTQTINDFYFVI. The MHC is DRB1_0405 with pseudo-sequence DRB1_0405. The binding affinity (normalized) is 0.454.